This data is from Reaction yield outcomes from USPTO patents with 853,638 reactions. The task is: Predict the reaction yield, written as a fraction of the theoretical maximum amount of product (1.0 means a 100% yield; for example, 0.34 means a 34% yield). (1) The reactants are FC(F)(F)S([O:6][Si:7]([CH:14]([CH3:16])[CH3:15])([CH:11]([CH3:13])[CH3:12])[CH:8]([CH3:10])[CH3:9])(=O)=O.[F:19][C:20]1[CH:21]=[CH:22][C:23]2[N:24]([C:26]([N:29]3[CH2:34][CH2:33][C:32]([CH3:36])(O)[CH2:31][CH2:30]3)=[N:27][N:28]=2)[CH:25]=1.CCN(CC)CC. The catalyst is C(Cl)Cl. The product is [F:19][C:20]1[CH:21]=[CH:22][C:23]2[N:24]([C:26]([N:29]3[CH2:34][CH2:33][C:32]([CH3:36])([O:6][Si:7]([CH:8]([CH3:9])[CH3:10])([CH:11]([CH3:12])[CH3:13])[CH:14]([CH3:15])[CH3:16])[CH2:31][CH2:30]3)=[N:27][N:28]=2)[CH:25]=1. The yield is 0.960. (2) The reactants are C[O:2][C:3]1[CH:8]=[CH:7][N:6]=[C:5]([C:9]2[CH:14]=[C:13]([O:15]C)[CH:12]=[CH:11][N:10]=2)[CH:4]=1.Br.O. The catalyst is C(O)(=O)C. The product is [N:6]1[CH:7]=[CH:8][C:3]([OH:2])=[CH:4][C:5]=1[C:9]1[CH:14]=[C:13]([OH:15])[CH:12]=[CH:11][N:10]=1. The yield is 0.910. (3) The reactants are [N+:1]([C:4]1[CH:5]=[C:6]([CH:14]=[CH:15][C:16]=1[NH:17][C:18](=[O:26])[CH2:19][CH:20]1[CH2:25][CH2:24][CH2:23][CH2:22][NH:21]1)[O:7][CH2:8][C:9]([O:11][CH2:12][CH3:13])=[O:10])([O-])=O. The catalyst is [Pd].CCO. The product is [NH2:1][C:4]1[CH:5]=[C:6]([CH:14]=[CH:15][C:16]=1[NH:17][C:18](=[O:26])[CH2:19][CH:20]1[CH2:25][CH2:24][CH2:23][CH2:22][NH:21]1)[O:7][CH2:8][C:9]([O:11][CH2:12][CH3:13])=[O:10]. The yield is 0.960. (4) The reactants are [CH3:1][CH:2]([S:4]([NH:7][C@@H:8]1[CH2:12][CH2:11][CH2:10][C@@H:9]1[C:13]1[CH:18]=[CH:17][CH:16]=[CH:15][CH:14]=1)(=[O:6])=[O:5])[CH3:3].[N+:19]([O-])([O-:21])=[O:20].[Na+]. The catalyst is FC(F)(F)C(O)=O. The product is [CH3:3][CH:2]([S:4]([NH:7][C@@H:8]1[CH2:12][CH2:11][CH2:10][C@@H:9]1[C:13]1[CH:18]=[CH:17][C:16]([N+:19]([O-:21])=[O:20])=[CH:15][CH:14]=1)(=[O:6])=[O:5])[CH3:1]. The yield is 0.640. (5) The reactants are [Cl:1][C:2]1[CH:3]=[C:4]([CH:26]=[CH:27][C:28]=1[Cl:29])[C:5]([NH:7][NH:8][C:9](=[O:25])[C@H:10]([NH:14][C:15]1[CH:20]=[CH:19][C:18]([C:21]#[N:22])=[C:17]([Cl:23])[C:16]=1[CH3:24])[C@@H:11]([OH:13])[CH3:12])=O.C(NP1(N(CC)CC)N(C)CCCN1C)(C)(C)C. The catalyst is C1COCC1. The product is [Cl:23][C:17]1[C:16]([CH3:24])=[C:15]([NH:14][C@@H:10]([C:9]2[O:25][C:5]([C:4]3[CH:26]=[CH:27][C:28]([Cl:29])=[C:2]([Cl:1])[CH:3]=3)=[N:7][N:8]=2)[C@@H:11]([OH:13])[CH3:12])[CH:20]=[CH:19][C:18]=1[C:21]#[N:22]. The yield is 0.250.